Predict the product of the given reaction. From a dataset of Forward reaction prediction with 1.9M reactions from USPTO patents (1976-2016). (1) Given the reactants [CH2:1]([O:8][C:9]1[CH:14]=[CH:13][C:12](Br)=[CH:11][N:10]=1)[C:2]1[CH:7]=[CH:6][CH:5]=[CH:4][CH:3]=1.[CH:16]([N:19]1[CH2:24][CH2:23][N:22]([C:25]([O:27][CH:28]2[CH2:33][CH2:32][NH:31][CH2:30][CH2:29]2)=[O:26])[CH2:21][CH2:20]1)([CH3:18])[CH3:17].C1C=CC(P(C2C(C3C(P(C4C=CC=CC=4)C4C=CC=CC=4)=CC=C4C=3C=CC=C4)=C3C(C=CC=C3)=CC=2)C2C=CC=CC=2)=CC=1.CC([O-])(C)C.[K+], predict the reaction product. The product is: [CH:16]([N:19]1[CH2:24][CH2:23][N:22]([C:25]([O:27][CH:28]2[CH2:29][CH2:30][N:31]([C:12]3[CH:11]=[N:10][C:9]([O:8][CH2:1][C:2]4[CH:7]=[CH:6][CH:5]=[CH:4][CH:3]=4)=[CH:14][CH:13]=3)[CH2:32][CH2:33]2)=[O:26])[CH2:21][CH2:20]1)([CH3:18])[CH3:17]. (2) Given the reactants [O:1]1[CH2:6][CH2:5][CH2:4][CH2:3][CH:2]1[O:7][NH:8][C:9](=[O:33])[CH2:10][C@@:11]1([C:20]2[S:21][C:22]([C:25]3[CH:30]=[CH:29][C:28]([CH2:31][CH3:32])=[CH:27][CH:26]=3)=[CH:23][CH:24]=2)[S:17](=[O:19])(=[O:18])[CH2:16][CH2:15][NH:14][CH2:13][CH2:12]1.[CH:34]1([CH:40]=O)[CH2:39][CH2:38][CH2:37][CH2:36][CH2:35]1.C([BH3-])#N.[Na+].O, predict the reaction product. The product is: [O:1]1[CH2:6][CH2:5][CH2:4][CH2:3][CH:2]1[O:7][NH:8][C:9](=[O:33])[CH2:10][C@@:11]1([C:20]2[S:21][C:22]([C:25]3[CH:30]=[CH:29][C:28]([CH2:31][CH3:32])=[CH:27][CH:26]=3)=[CH:23][CH:24]=2)[S:17](=[O:19])(=[O:18])[CH2:16][CH2:15][N:14]([CH2:40][CH:34]2[CH2:39][CH2:38][CH2:37][CH2:36][CH2:35]2)[CH2:13][CH2:12]1. (3) Given the reactants Br[C:2]1[CH:10]=[C:9]2[C:5]([C:6]([CH2:17][CH3:18])=[N:7][N:8]2[C:11]2[CH:16]=[CH:15][CH:14]=[CH:13][CH:12]=2)=[CH:4][CH:3]=1.CC1(C)C2C(=C(P(C3C=CC=CC=3)C3C=CC=CC=3)C=CC=2)OC2C(P(C3C=CC=CC=3)C3C=CC=CC=3)=CC=CC1=2.C([O-])([O-])=O.[Cs+].[Cs+].C1(C(C2C=CC=CC=2)=[NH:74])C=CC=CC=1, predict the reaction product. The product is: [CH2:17]([C:6]1[C:5]2[C:9](=[CH:10][C:2]([NH2:74])=[CH:3][CH:4]=2)[N:8]([C:11]2[CH:16]=[CH:15][CH:14]=[CH:13][CH:12]=2)[N:7]=1)[CH3:18].